From a dataset of Catalyst prediction with 721,799 reactions and 888 catalyst types from USPTO. Predict which catalyst facilitates the given reaction. (1) Reactant: Br[CH2:2][C:3]([CH3:5])=[CH2:4].CN(C=O)C.[Cl:11][C:12]1[C:13]([CH3:19])=[C:14]([OH:18])[CH:15]=[CH:16][CH:17]=1.C(=O)([O-])[O-].[K+].[K+]. Product: [Cl:11][C:12]1[CH:17]=[CH:16][CH:15]=[C:14]([O:18][CH2:4][C:3]([CH3:5])=[CH2:2])[C:13]=1[CH3:19]. The catalyst class is: 69. (2) Reactant: [CH2:1]([O:3][C:4]1[C:12]([O:13][C:14]([F:17])([F:16])[F:15])=[CH:11][CH:10]=[CH:9][C:5]=1[CH2:6]CN)[CH3:2].[C:18](Cl)(=[O:21])[CH:19]=[CH2:20].[CH2:23]([N:25](CC)CC)C. Product: [CH2:1]([O:3][C:4]1[C:12]([O:13][C:14]([F:15])([F:16])[F:17])=[CH:11][CH:10]=[CH:9][C:5]=1[CH2:6][N:25]([CH3:23])[C:18](=[O:21])[CH:19]=[CH2:20])[CH3:2]. The catalyst class is: 2. (3) Reactant: [C:1]1([CH2:7][O:8][N:9]=[C:10]2[C:19]3[C:14](=[CH:15][CH:16]=[CH:17][CH:18]=3)[NH:13][N:12]([C:20]([O:22][C:23]([CH3:26])([CH3:25])[CH3:24])=[O:21])[CH2:11]2)[CH:6]=[CH:5][CH:4]=[CH:3][CH:2]=1.C([BH3-])#N.[Na+].B(F)(F)F.CCOCC. Product: [C:1]1([CH2:7][O:8][NH:9][CH:10]2[C:19]3[C:14](=[CH:15][CH:16]=[CH:17][CH:18]=3)[NH:13][N:12]([C:20]([O:22][C:23]([CH3:26])([CH3:25])[CH3:24])=[O:21])[CH2:11]2)[CH:2]=[CH:3][CH:4]=[CH:5][CH:6]=1. The catalyst class is: 5. (4) Reactant: [Br:1][C:2]1[N:7]=[C:6]([CH2:8][OH:9])[CH:5]=[CH:4][CH:3]=1.[C:10]([Si:14](Cl)([CH3:16])[CH3:15])([CH3:13])([CH3:12])[CH3:11].N1C=CN=C1. Product: [Br:1][C:2]1[CH:3]=[CH:4][CH:5]=[C:6]([CH2:8][O:9][Si:14]([C:10]([CH3:13])([CH3:12])[CH3:11])([CH3:16])[CH3:15])[N:7]=1. The catalyst class is: 79.